From a dataset of Drug-target binding data from BindingDB using IC50 measurements. Regression. Given a target protein amino acid sequence and a drug SMILES string, predict the binding affinity score between them. We predict pIC50 (pIC50 = -log10(IC50 in M); higher means more potent). Dataset: bindingdb_ic50. (1) The small molecule is NS(=O)(=O)OC[C@H]1O[C@@H](n2cnc3c(N[C@H]4CCc5ccccc54)ncnc32)[C@H](O)[C@@H]1O. The target protein (P41226) has sequence MDALDASKLLDEELYSRQLYVLGSPAMQRIQGARVLVSGLQGLGAEVAKNLVLMGVGSLTLHDPHPTCWSDLAAQFLLSEQDLERSRAEASQELLAQLNRAVQVVVHTGDITEDLLLDFQVVVLTAAKLEEQLKVGTLCHKHGVCFLAADTRGLVGQLFCDFGEDFTVQDPTEAEPLTAAIQHISQGSPGILTLRKGANTHYFRDGDLVTFSGIEGMVELNDCDPRSIHVREDGSLEIGDTTTFSRYLRGGAITEVKRPKTVRHKSLDTALLQPHVVAQSSQEVHHAHCLHQAFCALHKFQHLHGRPPQPWDPVDAETVVGLARDLEPLKRTEEEPLEEPLDEALVRTVALSSAGVLSPMVAMLGAVAAQEVLKAISRKFMPLDQWLYFDALDCLPEDGELLPSPEDCALRGSRYDGQIAVFGAGFQEKLRRQHYLLVGAGAIGCELLKVFALVGLGAGNSGGLTVVDMDHIERSNLSRQFLFRSQDVGRPKAEVAAAAA.... The pIC50 is 5.4. (2) The small molecule is C[C@H]1C(c2ccc3c(c2)-c2ccc(C[N+]45CC[N+](CC(=O)Nc6cccc(C#N)c6)(CC4)CC5)cc2C3=O)=C(C(=O)O)N2C(=O)[C@H]([C@@H](C)O)[C@@H]12.[Cl-].[Cl-]. The target protein sequence is MTENKGSSQPKKNGNNGGKSNSKKNRNVKRTIIKIIGFMIIAFFVVLLLGILLFAYYAWKAPAFTEAKLQDPIPAKIYDKNGELVKTLDNGQRHEHVNLKDVPKSMKDAVLATEDNRFYEHGALDYKRLFGAIGKNLTGGFGSEGASTLTQQVVKDAFLSQHKSIGRKAQEAYLSYRLEQEYSKDDIFQVYLNKIYYSDGVTGIKAAAKYYFNKDLKDLNLAEEAYLAGLPQVPNNYNIYDHPKAAEDRKNTVLYLMHYHKRITDKQWEDAKKIDLKANLVNRTPEERQNIDTNQDSEYNSYVNFVKSELMNNKAFKDENLGNVLQSGIKIYTNMDKDVQKTLQNDVDNGSFYKNKDQQVGATILDSKTGGLVAISGGRDFKDVVNRNQATDPHPTGSSLKPFLAYGPAIENMKWATNHAIQDESSYQVDGSTFRNYDTKSHGTVSIYDALRQSFNIPALKAWQSVKQNAGNDAPKKFAAKLGLNYEGDIGPSEVLGGSA.... The pIC50 is 6.1.